From a dataset of Full USPTO retrosynthesis dataset with 1.9M reactions from patents (1976-2016). Predict the reactants needed to synthesize the given product. (1) Given the product [C:8]([C:6]1[CH:7]=[C:2]([Cl:1])[CH:3]=[CH:4][C:5]=1[O:11][CH2:15][C:16]([O:18][CH3:19])=[O:17])(=[O:10])[CH3:9], predict the reactants needed to synthesize it. The reactants are: [Cl:1][C:2]1[CH:3]=[CH:4][C:5]([OH:11])=[C:6]([C:8](=[O:10])[CH3:9])[CH:7]=1.[H-].[Na+].Br[CH2:15][C:16]([O:18][CH3:19])=[O:17].[NH4+].[Cl-]. (2) Given the product [Cl:29][C:27]1[S:28][C:23]2[CH:22]=[C:21]([C:19]([NH:18][C@@H:10]3[CH2:11][C:12]4[C:17](=[CH:16][CH:15]=[CH:14][CH:13]=4)[C@H:9]3[NH:8][C:6](=[O:7])[CH2:5][OH:4])=[O:20])[NH:25][C:24]=2[C:26]=1[Cl:30], predict the reactants needed to synthesize it. The reactants are: C([O:4][CH2:5][C:6]([NH:8][C@@H:9]1[C:17]2[C:12](=[CH:13][CH:14]=[CH:15][CH:16]=2)[CH2:11][C@H:10]1[NH:18][C:19]([C:21]1[NH:25][C:24]2[C:26]([Cl:30])=[C:27]([Cl:29])[S:28][C:23]=2[CH:22]=1)=[O:20])=[O:7])(=O)C.CO.C([O-])([O-])=O.[K+].[K+].O. (3) Given the product [F:1][C:2]1[CH:3]=[CH:4][C:5]([CH2:6][N:7]2[C:11]3[CH:12]=[CH:13][CH:14]=[CH:15][C:10]=3[N:9]=[C:8]2[N:16]2[CH2:17][CH2:18][CH:19]([N:7]([CH3:6])[C:8]3[NH:9][CH:10]=[CH:43][C:42](=[O:45])[N:16]=3)[CH2:20][CH2:21]2)=[CH:38][CH:39]=1, predict the reactants needed to synthesize it. The reactants are: [F:1][C:2]1[CH:39]=[CH:38][C:5]([CH2:6][N:7]2[C:11]3[CH:12]=[CH:13][CH:14]=[CH:15][C:10]=3[N:9]=[C:8]2[N:16]2[CH2:21][CH2:20][CH:19](C(N)C3N=C(OCC4C=CC=CC=4)C=CN=3)[CH2:18][CH2:17]2)=[CH:4][CH:3]=1.[OH-].[Na+].[C:42]([OH:45])(=O)[CH3:43]. (4) Given the product [Cl:20][C:21]1[CH:28]=[C:27]([N:29]2[CH:6]([CH:1]3[CH2:5][CH2:4][CH2:3][CH2:2]3)[CH2:7][C:8]([C:10]3[CH:19]=[CH:18][C:13]([C:14]([O:16][CH3:17])=[O:15])=[CH:12][N:11]=3)=[N:30]2)[CH:26]=[CH:25][C:22]=1[C:23]#[N:24], predict the reactants needed to synthesize it. The reactants are: [CH:1]1([CH:6]=[CH:7][C:8]([C:10]2[CH:19]=[CH:18][C:13]([C:14]([O:16][CH3:17])=[O:15])=[CH:12][N:11]=2)=O)[CH2:5][CH2:4][CH2:3][CH2:2]1.[Cl:20][C:21]1[CH:28]=[C:27]([NH:29][NH2:30])[CH:26]=[CH:25][C:22]=1[C:23]#[N:24]. (5) Given the product [Cl:3][C:18]1[C:17]([Cl:16])=[CH:22][C:21]([N+:23]([O-:25])=[O:24])=[CH:20][N:19]=1, predict the reactants needed to synthesize it. The reactants are: P(Cl)(Cl)([Cl:3])=O.N1C2C(=CC=CC=2)C=CC=1.[Cl:16][C:17]1[C:18](O)=[N:19][CH:20]=[C:21]([N+:23]([O-:25])=[O:24])[CH:22]=1. (6) Given the product [CH2:6]([O:8][C:9](=[O:23])[CH2:10][O:11][C:12]1[CH:17]=[CH:16][C:15]([SH:18])=[CH:14][C:13]=1[CH3:22])[CH3:7], predict the reactants needed to synthesize it. The reactants are: Cl[Si](Cl)(C)C.[CH2:6]([O:8][C:9](=[O:23])[CH2:10][O:11][C:12]1[CH:17]=[CH:16][C:15]([S:18](Cl)(=O)=O)=[CH:14][C:13]=1[CH3:22])[CH3:7].CN1CCN(C)C1=O.O. (7) The reactants are: [Br:1][C:2]1[CH:3]=[C:4](/[CH:7]=[CH:8]/[C:9]([OH:11])=O)[S:5][CH:6]=1.C(N(CC)CC)C.ClC(OCC(C)C)=O.[N-:27]=[N+:28]=[N-:29].[Na+]. Given the product [Br:1][C:2]1[CH:3]=[C:4](/[CH:7]=[CH:8]/[C:9]([N:27]=[N+:28]=[N-:29])=[O:11])[S:5][CH:6]=1, predict the reactants needed to synthesize it. (8) Given the product [CH3:1][N:2]([C:3]([NH:5][C@@H:6]1[CH2:11][CH2:10][CH2:9][NH:8][CH2:7]1)=[O:4])[CH2:19][CH2:20][NH:21][S:22]([C:25]1[CH:30]=[C:29]([S:31]([C:34]2[CH:35]=[CH:36][CH:37]=[CH:38][CH:39]=2)(=[O:32])=[O:33])[CH:28]=[CH:27][C:26]=1[C:40]([F:41])([F:43])[F:42])(=[O:23])=[O:24], predict the reactants needed to synthesize it. The reactants are: [CH3:1][N:2]([CH2:19][CH2:20][NH:21][S:22]([C:25]1[CH:30]=[C:29]([S:31]([C:34]2[CH:39]=[CH:38][CH:37]=[CH:36][CH:35]=2)(=[O:33])=[O:32])[CH:28]=[CH:27][C:26]=1[C:40]([F:43])([F:42])[F:41])(=[O:24])=[O:23])[C:3]([NH:5][C@@H:6]1[CH2:11][CH2:10][CH2:9][N:8](C(OC(C)(C)C)=O)[CH2:7]1)=[O:4].Cl.CN(C(N[C@@H]1CCCNC1)=O)CCNS(C1C=C(S(C2C=CC=CC=2)(=O)=O)C=CC=1C(F)(F)F)(=O)=O.